This data is from Catalyst prediction with 721,799 reactions and 888 catalyst types from USPTO. The task is: Predict which catalyst facilitates the given reaction. (1) Reactant: C1(P(C2C=CC=CC=2)C2C=CC=CC=2)C=CC=CC=1.N1C=CN=C1.[I:25]I.O[CH2:28][C:29]1[CH:30]=[C:31]([CH:41]=[CH:42][CH:43]=1)[O:32][C:33]1[CH:34]=[C:35]([CH:38]=[CH:39][N:40]=1)[C:36]#[N:37]. Product: [I:25][CH2:28][C:29]1[CH:30]=[C:31]([CH:41]=[CH:42][CH:43]=1)[O:32][C:33]1[CH:34]=[C:35]([CH:38]=[CH:39][N:40]=1)[C:36]#[N:37]. The catalyst class is: 96. (2) Reactant: [H-].[Na+].[Br:3][C:4]1[N:9]=[CH:8][C:7]2[CH:10]=[C:11]([C:13]3[CH:14]=[N:15][NH:16][CH:17]=3)[NH:12][C:6]=2[CH:5]=1.Cl[CH2:19][O:20][CH2:21][CH2:22][Si:23]([CH3:26])([CH3:25])[CH3:24]. Product: [Br:3][C:4]1[N:9]=[CH:8][C:7]2[CH:10]=[C:11]([C:13]3[CH:17]=[N:16][N:15]([CH2:19][O:20][CH2:21][CH2:22][Si:23]([CH3:26])([CH3:25])[CH3:24])[CH:14]=3)[N:12]([CH2:19][O:20][CH2:21][CH2:22][Si:23]([CH3:26])([CH3:25])[CH3:24])[C:6]=2[CH:5]=1. The catalyst class is: 1.